From a dataset of Forward reaction prediction with 1.9M reactions from USPTO patents (1976-2016). Predict the product of the given reaction. (1) Given the reactants [CH2:1]=[CH:2][C:3]1[CH:8]=[CH:7][CH:6]=[CH:5][CH:4]=1.[C:9](#[N:12])[CH:10]=[CH2:11].C(OS(C1C=CC=CC=1)(=O)=O)CCCCCCCCCCC.P([O-])([O-])([O-])=O.[Ca+2].P([O-])([O-])([O-])=O.[Ca+2].[Ca+2], predict the reaction product. The product is: [CH2:11]=[CH:10][C:9]#[N:12].[CH2:1]=[CH:2][C:3]1[CH:8]=[CH:7][CH:6]=[CH:5][CH:4]=1. (2) Given the reactants C1C(CSC(CN2N=CN=C2)=N[C:11]2[CH:16]=[CH:15][C:14]([Cl:17])=[CH:13][C:12]=2[Cl:18])=CC=C(Cl)C=1.[CH3:26][C:27]([OH:29])=O.[CH3:30][C:31](O)=O.[CH3:34][C:35](O)=O.C(CCCNCCCCCCCCN=C(N)N)CCCC[N:43]=[C:44](N)[NH2:45].[CH2:63](CCCNCCCCCCCCN=C(N)N)CCCCN=C(N)N.CCCCNC(OCC#CI)=O.CC(C1C(O)(CN2N=CN=C2)C(CC2C=CC(Cl)=CC=2)CC1)C.CC(OP(SCC1C=CC=CC=1)(OC(C)C)=O)C.CC(NC(N1C(=O)N(C2C=C(Cl)C=C(Cl)C=2)C(=O)C1)=O)C.CC1C=CC(C(NC([C@H](NC(OC(C)C)=O)C(C)C)=O)C)=CC=1.CCC(C1(C)OC1C(CC(C1OC(=O)CC2(O)OC(C(C)=CC2)C(C)=CCCCC(OC2OC(C)C(O)C(OC(N)=O)C2)C=CC(C)C(O)C1C)C)C)=O.CC(OC(C(C(OC(C)C)=O)=C1SCCS1)=O)C.CC(CC(N1C(=O)N(C2C=C(Cl)C=C(Cl)C=2)C(=O)C1)=O)C, predict the reaction product. The product is: [CH2:63]=[CH:35][CH2:34][O:29][CH:27]([C:11]1[CH:16]=[CH:15][C:14]([Cl:17])=[CH:13][C:12]=1[Cl:18])[CH2:26][N:43]1[CH:44]=[N:45][CH:31]=[CH:30]1. (3) The product is: [F:22][CH2:23][CH2:24][NH:19][C:17]([C@@H:15]1[O:14][C:13](=[O:20])[N:12]([C:10]2[CH:9]=[CH:8][C:7]3[N:2]([CH3:1])[C:3](=[O:21])[CH2:4][O:5][C:6]=3[CH:11]=2)[CH2:16]1)=[O:18]. Given the reactants [CH3:1][N:2]1[C:7]2[CH:8]=[CH:9][C:10]([N:12]3[CH2:16][C@H:15]([C:17]([NH2:19])=[O:18])[O:14][C:13]3=[O:20])=[CH:11][C:6]=2[O:5][CH2:4][C:3]1=[O:21].[F:22][CH2:23][CH2:24]N.Cl.C(N(CC)CC)C, predict the reaction product. (4) Given the reactants C(OC([N:8]1[CH2:13][CH2:12][CH:11]([O:14][C:15]2[C:16]3[N:23]([CH2:24][CH3:25])[C:22]([C:26]4[C:30]([NH:31]C(OC(C)(C)C)=O)=[N:29][O:28][N:27]=4)=[N:21][C:17]=3[CH:18]=[N:19][CH:20]=2)[CH2:10][CH2:9]1)=O)(C)(C)C.C(O)(C(F)(F)F)=O, predict the reaction product. The product is: [CH2:24]([N:23]1[C:16]2[C:15]([O:14][CH:11]3[CH2:10][CH2:9][NH:8][CH2:13][CH2:12]3)=[CH:20][N:19]=[CH:18][C:17]=2[N:21]=[C:22]1[C:26]1[C:30]([NH2:31])=[N:29][O:28][N:27]=1)[CH3:25]. (5) Given the reactants Cl[C:2]1[N:11]=[C:10]([N:12]([C:14]2[CH:19]=[CH:18][C:17]([O:20][CH3:21])=[CH:16][CH:15]=2)[CH3:13])[C:9]2[C:4](=[CH:5][CH:6]=[CH:7][CH:8]=2)[N:3]=1.[CH3:22][NH:23][CH3:24].CO, predict the reaction product. The product is: [CH3:22][N:23]([CH3:24])[C:2]1[N:11]=[C:10]([N:12]([C:14]2[CH:19]=[CH:18][C:17]([O:20][CH3:21])=[CH:16][CH:15]=2)[CH3:13])[C:9]2[C:4](=[CH:5][CH:6]=[CH:7][CH:8]=2)[N:3]=1. (6) Given the reactants Cl[C:2]1[N:10]=[C:9]2[C:5]([N:6]=[CH:7][N:8]2[CH3:11])=[C:4]([NH:12][C:13]2[CH:18]=[CH:17][C:16]([Cl:19])=[CH:15][CH:14]=2)[N:3]=1.[N+:20]([C:23]1[NH:27][N:26]=[CH:25][CH:24]=1)([O-:22])=[O:21], predict the reaction product. The product is: [Cl:19][C:16]1[CH:17]=[CH:18][C:13]([NH:12][C:4]2[N:3]=[C:2]([N:26]3[CH:25]=[CH:24][C:23]([N+:20]([O-:22])=[O:21])=[N:27]3)[N:10]=[C:9]3[C:5]=2[N:6]=[CH:7][N:8]3[CH3:11])=[CH:14][CH:15]=1. (7) Given the reactants C([O:3][C:4](=O)[CH:5]=[CH:6][C:7]1[CH:15]=[CH:14][C:10]([C:11]([OH:13])=[O:12])=[CH:9][C:8]=1[N+:16]([O-])=O)C, predict the reaction product. The product is: [O:3]=[C:4]1[CH2:5][CH2:6][C:7]2[C:8](=[CH:9][C:10]([C:11]([OH:13])=[O:12])=[CH:14][CH:15]=2)[NH:16]1.